Regression. Given a peptide amino acid sequence and an MHC pseudo amino acid sequence, predict their binding affinity value. This is MHC class I binding data. From a dataset of Peptide-MHC class I binding affinity with 185,985 pairs from IEDB/IMGT. (1) The peptide sequence is FTIDFKLKY. The MHC is HLA-A29:02 with pseudo-sequence HLA-A29:02. The binding affinity (normalized) is 0.983. (2) The peptide sequence is WQQWDRQSL. The MHC is HLA-A26:01 with pseudo-sequence HLA-A26:01. The binding affinity (normalized) is 0.0847. (3) The peptide sequence is RRFTQAIYD. The MHC is HLA-B15:17 with pseudo-sequence HLA-B15:17. The binding affinity (normalized) is 0.0847. (4) The peptide sequence is YLEGTRTLL. The MHC is HLA-A29:02 with pseudo-sequence HLA-A29:02. The binding affinity (normalized) is 0.0847. (5) The peptide sequence is SDLANSHQR. The MHC is H-2-Db with pseudo-sequence H-2-Db. The binding affinity (normalized) is 0. (6) The peptide sequence is KTWLVHKQW. The MHC is HLA-B57:01 with pseudo-sequence HLA-B57:01. The binding affinity (normalized) is 0.731.